From a dataset of Full USPTO retrosynthesis dataset with 1.9M reactions from patents (1976-2016). Predict the reactants needed to synthesize the given product. (1) Given the product [CH3:1][C:2]1[CH:3]=[C:4]([NH2:5])[N:15]([C:10]2[CH:11]=[CH:12][CH:13]=[CH:14][C:9]=2[CH3:8])[N:16]=1, predict the reactants needed to synthesize it. The reactants are: [CH3:1]/[C:2](/N)=[CH:3]\[C:4]#[N:5].Cl.[CH3:8][C:9]1[CH:14]=[CH:13][CH:12]=[CH:11][C:10]=1[NH:15][NH2:16].[OH-].[Na+]. (2) Given the product [CH3:1][O:2][C:3](=[O:24])[CH2:4][CH2:5][CH2:6][O:7][C:8]1[C:16]2[O:15][C:14]([NH:17][CH:18]3[CH2:19][CH2:20][N:21]([CH2:69][C:68]4[CH:71]=[C:72]([O:75][CH2:76][CH3:77])[C:73]([F:74])=[C:66]([O:65][CH2:63][CH3:64])[CH:67]=4)[CH2:22][CH2:23]3)=[N:13][C:12]=2[CH:11]=[CH:10][CH:9]=1, predict the reactants needed to synthesize it. The reactants are: [CH3:1][O:2][C:3](=[O:24])[CH2:4][CH2:5][CH2:6][O:7][C:8]1[C:16]2[O:15][C:14]([NH:17][CH:18]3[CH2:23][CH2:22][NH:21][CH2:20][CH2:19]3)=[N:13][C:12]=2[CH:11]=[CH:10][CH:9]=1.C(OC(N1CCC(NC2OC3C(OCCCC(OC)=O)=CC=CC=3N=2)CC1)=O)(C)(C)C.FC(F)(F)C(O)=O.[CH2:63]([O:65][C:66]1[CH:67]=[C:68]([CH:71]=[C:72]([O:75][CH2:76][CH3:77])[C:73]=1[F:74])[CH:69]=O)[CH3:64].C([BH3-])#N.[Na+].C(N(C(C)C)C(C)C)C. (3) Given the product [CH:13]([C@@H:16]1[CH2:21][CH2:20][C@H:19]([O:12][C:7]2[CH:8]=[C:9]3[C:4](=[CH:5][CH:6]=2)[N:3]=[C:2]([CH3:1])[CH:11]=[CH:10]3)[CH2:18][CH2:17]1)([CH3:15])[CH3:14], predict the reactants needed to synthesize it. The reactants are: [CH3:1][C:2]1[CH:11]=[CH:10][C:9]2[C:4](=[CH:5][CH:6]=[C:7]([OH:12])[CH:8]=2)[N:3]=1.[CH:13]([C@H:16]1[CH2:21][CH2:20][C@H:19](O)[CH2:18][CH2:17]1)([CH3:15])[CH3:14].C1C=CC(P(C2C=CC=CC=2)C2C=CC=CC=2)=CC=1.CC(OC(/N=N/C(OC(C)C)=O)=O)C. (4) Given the product [CH2:12]([CH:7]([CH:6]=[O:17])[CH2:8][CH2:9][C:10]#[N:5])[CH3:13], predict the reactants needed to synthesize it. The reactants are: C([N:5]1[CH2:10][CH2:9][CH2:8][CH2:7][CH2:6]1)=CCC.C(#N)[CH:12]=[CH2:13].C(O)(=[O:17])C.O. (5) Given the product [C:31]([C:33]1[CH:41]=[CH:40][C:36]([C:37]([NH:1][C:2]2[CH:3]=[CH:4][C:5]([CH2:6][N:7]3[C:15]4[C:10](=[CH:11][CH:12]=[CH:13][CH:14]=4)[C:9]([CH2:16][C:17]([O:19][CH2:20][CH3:21])=[O:18])=[N:8]3)=[CH:22][CH:23]=2)=[O:38])=[CH:35][CH:34]=1)#[N:32], predict the reactants needed to synthesize it. The reactants are: [NH2:1][C:2]1[CH:23]=[CH:22][C:5]([CH2:6][N:7]2[C:15]3[C:10](=[CH:11][CH:12]=[CH:13][CH:14]=3)[C:9]([CH2:16][C:17]([O:19][CH2:20][CH3:21])=[O:18])=[N:8]2)=[CH:4][CH:3]=1.C(N(CC)CC)C.[C:31]([C:33]1[CH:41]=[CH:40][C:36]([C:37](Cl)=[O:38])=[CH:35][CH:34]=1)#[N:32].C(=O)(O)[O-].[Na+]. (6) Given the product [CH2:18]([C@@H:14]([CH2:13][CH2:12][C@H:14]([CH2:18][C:19]1[CH:24]=[CH:23][CH:22]=[CH:21][CH:20]=1)[C:15]([NH:25][C@H:26]1[CH2:32][CH2:31][S:30][C@H:29]2[CH2:33][CH2:34][CH2:35][CH2:36][N:28]2[C:27]1=[O:37])=[O:16])[C:15]([NH:25][C@H:26]1[CH2:32][CH2:31][S:30][C@H:29]2[CH2:33][CH2:34][CH2:35][CH2:36][N:28]2[C:27]1=[O:37])=[O:16])[C:19]1[CH:24]=[CH:23][CH:22]=[CH:21][CH:20]=1, predict the reactants needed to synthesize it. The reactants are: C([C@@H]([CH2:12][CH2:13][C@H:14]([CH2:18][C:19]1[CH:24]=[CH:23][CH:22]=[CH:21][CH:20]=1)[C:15](O)=[O:16])C(O)=O)C1C=CC=CC=1.[NH2:25][C@H:26]1[CH2:32][CH2:31][S:30][C@H:29]2[CH2:33][CH2:34][CH2:35][CH2:36][N:28]2[C:27]1=[O:37]. (7) Given the product [CH3:1][C:2]1([CH3:22])[O:6][C@H:5]2[C@H:7]([N:12]3[C:16]4[N:17]=[CH:18][N:19]=[C:20]([CH3:21])[C:15]=4[CH:14]=[CH:13]3)[O:8][C@@H:9]([C:10]3[O:11][CH:35]=[N:34][CH:33]=3)[C@H:4]2[O:3]1, predict the reactants needed to synthesize it. The reactants are: [CH3:1][C:2]1([CH3:22])[O:6][C@H:5]2[C@H:7]([N:12]3[C:16]4[N:17]=[CH:18][N:19]=[C:20]([CH3:21])[C:15]=4[CH:14]=[CH:13]3)[O:8][C@@H:9]([CH:10]=[O:11])[C@H:4]2[O:3]1.CC1C=CC(S([CH2:33][N+:34]#[C-:35])(=O)=O)=CC=1.C([O-])([O-])=O.[K+].[K+].